From a dataset of Reaction yield outcomes from USPTO patents with 853,638 reactions. Predict the reaction yield, written as a fraction of the theoretical maximum amount of product (1.0 means a 100% yield; for example, 0.34 means a 34% yield). (1) The reactants are Cl.[CH3:2][C:3]1[CH:8]=[C:7]([CH3:9])[CH:6]=[CH:5][C:4]=1[NH:10][NH2:11].[CH3:12][C:13]([CH3:20])([CH3:19])[C:14](=O)[CH2:15][C:16]#[N:17]. The catalyst is CCO.O. The product is [C:13]([C:14]1[CH:15]=[C:16]([NH2:17])[N:10]([C:4]2[CH:5]=[CH:6][C:7]([CH3:9])=[CH:8][C:3]=2[CH3:2])[N:11]=1)([CH3:20])([CH3:19])[CH3:12]. The yield is 0.360. (2) The product is [F:35][C:34]([F:37])([F:36])[C:32]([OH:38])=[O:33].[C:1]([CH2:3][CH:4]([C:27]1([C:30]#[N:31])[CH2:29][CH2:28]1)[N:5]1[CH:9]=[C:8]([C:10]2[C:11]3[CH:18]=[CH:17][NH:16][C:12]=3[N:13]=[CH:14][N:15]=2)[CH:7]=[N:6]1)#[N:2]. The yield is 0.430. The catalyst is C(Cl)Cl. The reactants are [C:1]([CH2:3][CH:4]([C:27]1([C:30]#[N:31])[CH2:29][CH2:28]1)[N:5]1[CH:9]=[C:8]([C:10]2[C:11]3[CH:18]=[CH:17][N:16](COCC[Si](C)(C)C)[C:12]=3[N:13]=[CH:14][N:15]=2)[CH:7]=[N:6]1)#[N:2].[C:32]([OH:38])([C:34]([F:37])([F:36])[F:35])=[O:33].